Dataset: Full USPTO retrosynthesis dataset with 1.9M reactions from patents (1976-2016). Task: Predict the reactants needed to synthesize the given product. (1) Given the product [CH2:39]([O:38][C:5]1[CH:6]=[CH:7][C:8]([C:10]2[CH:19]=[CH:18][C:17]3[C:12](=[CH:13][CH:14]=[C:15]([O:20][CH3:21])[CH:16]=3)[C:11]=2[O:22][C:23]2[CH:24]=[CH:25][C:26]([O:29][CH2:30][CH2:31][N:32]3[CH2:37][CH2:36][CH2:35][CH2:34][CH2:33]3)=[CH:27][CH:28]=2)=[CH:9][C:4]=1[C:3]([OH:46])=[O:2])[C:40]1[CH:41]=[CH:42][CH:43]=[CH:44][CH:45]=1, predict the reactants needed to synthesize it. The reactants are: C[O:2][C:3](=[O:46])[C:4]1[CH:9]=[C:8]([C:10]2[CH:19]=[CH:18][C:17]3[C:12](=[CH:13][CH:14]=[C:15]([O:20][CH3:21])[CH:16]=3)[C:11]=2[O:22][C:23]2[CH:28]=[CH:27][C:26]([O:29][CH2:30][CH2:31][N:32]3[CH2:37][CH2:36][CH2:35][CH2:34][CH2:33]3)=[CH:25][CH:24]=2)[CH:7]=[CH:6][C:5]=1[O:38][CH2:39][C:40]1[CH:45]=[CH:44][CH:43]=[CH:42][CH:41]=1.[OH-].[Na+].Cl. (2) Given the product [Cl:32][C:27]1[CH:28]=[CH:29][CH:30]=[CH:31][C:26]=1[N:23]1[C:19]2=[N:20][CH:21]=[N:22][C:17]([O:3][C@@H:4]([CH2:9][O:10][C@H:11]([CH3:15])[CH2:12][O:13][CH3:14])[C:5]([O:7][CH3:8])=[O:6])=[C:18]2[CH:25]=[N:24]1, predict the reactants needed to synthesize it. The reactants are: [H-].[Na+].[OH:3][C@@H:4]([CH2:9][O:10][C@H:11]([CH3:15])[CH2:12][O:13][CH3:14])[C:5]([O:7][CH3:8])=[O:6].Cl[C:17]1[N:22]=[CH:21][N:20]=[C:19]2[N:23]([C:26]3[CH:31]=[CH:30][CH:29]=[CH:28][C:27]=3[Cl:32])[N:24]=[CH:25][C:18]=12.C(O)(=O)CC(CC(O)=O)(C(O)=O)O. (3) Given the product [Br:1][C:2]1[CH:3]=[C:4]2[C:9](=[CH:10][CH:11]=1)[C:8](=[O:16])[NH:7][N:6]=[C:5]2[Cl:13], predict the reactants needed to synthesize it. The reactants are: [Br:1][C:2]1[CH:3]=[C:4]2[C:9](=[CH:10][CH:11]=1)[C:8](Cl)=[N:7][N:6]=[C:5]2[Cl:13].CS(C)=[O:16].BrC1C=C2C(C(Cl)=NNC2=O)=CC=1. (4) Given the product [F:27][C:8]([C:2]1[N:3]=[CH:4][S:5][CH:6]=1)=[CH:7][N:9]1[C:17]2[CH:16]=[CH:15][C:14]([CH3:18])=[CH:13][C:12]=2[C:11]2[CH2:19][N:20]([CH3:23])[CH2:21][CH2:22][C:10]1=2, predict the reactants needed to synthesize it. The reactants are: Br[C:2]1[N:3]=[CH:4][S:5][CH:6]=1.[C:7]([N:9]1[C:17]2[CH:16]=[CH:15][C:14]([CH3:18])=[CH:13][C:12]=2[C:11]2[CH2:19][N:20]([CH3:23])[CH2:21][CH2:22][C:10]1=2)#[CH:8].O.O.O.[F-:27].C([N+](CCCC)(CCCC)CCCC)CCC. (5) Given the product [CH3:15][C:14]1[C:10]([C:8]2[S:9][C:5]3[CH:4]=[C:3]([CH2:2][NH:20][CH3:19])[CH:18]=[CH:17][C:6]=3[N:7]=2)=[C:11]([NH2:16])[NH:12][N:13]=1, predict the reactants needed to synthesize it. The reactants are: Br[CH2:2][C:3]1[CH:18]=[CH:17][C:6]2[N:7]=[C:8]([C:10]3[C:14]([CH3:15])=[N:13][NH:12][C:11]=3[NH2:16])[S:9][C:5]=2[CH:4]=1.[CH3:19][NH2:20]. (6) Given the product [CH3:26][O:34][C:2]1[CH:10]=[CH:9][C:8]([B:11]2[O:15][C:14]([CH3:17])([CH3:16])[C:13]([CH3:19])([CH3:18])[O:12]2)=[C:7]2[C:3]=1[C:4]([NH2:21])=[N:5][N:6]2[CH3:20], predict the reactants needed to synthesize it. The reactants are: Cl[C:2]1[CH:10]=[CH:9][C:8]([B:11]2[O:15][C:14]([CH3:17])([CH3:16])[C:13]([CH3:19])([CH3:18])[O:12]2)=[C:7]2[C:3]=1[C:4]([NH2:21])=[N:5][N:6]2[CH3:20].BrC1C=C[C:26]([O:34]C)=C2C=1N(C)N=C2N.NC1C2C(=C(C3C([C@@H](NC(=O)OC(C)(C)C)CC4C=C(F)C=C(F)C=4)=NC(C#CC(O)(C)C)=CC=3)C=CC=2OC)N(C)N=1. (7) Given the product [CH2:1]([N:3]1[CH2:4][CH2:5][CH:6]([C:9]2[C:10]([F:18])=[C:11]([CH:15]=[CH:16][CH:17]=2)[C:12]#[N:14])[CH2:7][CH2:8]1)[CH3:2], predict the reactants needed to synthesize it. The reactants are: [CH2:1]([N:3]1[CH2:8][CH2:7][CH:6]([C:9]2[C:10]([F:18])=[C:11]([CH:15]=[CH:16][CH:17]=2)[C:12]([NH2:14])=O)[CH2:5][CH2:4]1)[CH3:2].P(Cl)(Cl)(Cl)=O.C(=O)([O-])[O-].[Na+].[Na+].C(OCC)(=O)C. (8) Given the product [Cl:10][C:11]1[CH:12]=[CH:13][C:14]([N:44]2[CH:48]=[C:47]([C:49]([F:51])([F:50])[F:52])[N:46]=[N:45]2)=[C:15]([C:17]2[N:18]=[CH:19][N:20]([C@@H:24]3[C:40]4[CH:41]=[C:36]([CH:37]=[CH:38][N:39]=4)[C:35]4[C:31](=[CH:32][N:33]([C:2]5[CH:7]=[CH:6][N:5]=[C:4]([O:8][CH3:9])[CH:3]=5)[N:34]=4)[NH:30][C:29](=[O:42])[C@H:28]([CH3:43])[CH2:27][CH2:26][CH2:25]3)[C:21](=[O:23])[CH:22]=2)[CH:16]=1, predict the reactants needed to synthesize it. The reactants are: I[C:2]1[CH:7]=[CH:6][N:5]=[C:4]([O:8][CH3:9])[CH:3]=1.[Cl:10][C:11]1[CH:12]=[CH:13][C:14]([N:44]2[CH:48]=[C:47]([C:49]([F:52])([F:51])[F:50])[N:46]=[N:45]2)=[C:15]([C:17]2[N:18]=[CH:19][N:20]([C@@H:24]3[C:40]4[CH:41]=[C:36]([CH:37]=[CH:38][N:39]=4)[C:35]4[NH:34][N:33]=[CH:32][C:31]=4[NH:30][C:29](=[O:42])[C@H:28]([CH3:43])[CH2:27][CH2:26][CH2:25]3)[C:21](=[O:23])[CH:22]=2)[CH:16]=1. (9) The reactants are: [CH3:1][C:2]1[CH:3]=[C:4]2[C:8](=[CH:9][CH:10]=1)[NH:7][C:6](=[O:11])[C:5]2=O.[OH-:13].[Na+].[N:15]([O-])=O.[Na+].S(=O)(=O)(O)O.[Sn](Cl)Cl. Given the product [CH3:1][C:2]1[CH:3]=[C:4]2[C:8](=[CH:9][CH:10]=1)[NH:7][N:15]=[C:5]2[C:6]([OH:11])=[O:13], predict the reactants needed to synthesize it. (10) Given the product [Cl:29][C:24]1[CH:25]=[C:26]2[C:21](=[CH:22][CH:23]=1)[N:20]=[CH:19][C:28]([O:1][C:2]1[CH:3]=[C:4]([CH3:17])[C:5]([CH:9]3[C:14](=[O:15])[CH2:13][CH2:12][CH2:11][C:10]3=[O:16])=[C:6]([CH3:8])[CH:7]=1)=[CH:27]2, predict the reactants needed to synthesize it. The reactants are: [OH:1][C:2]1[CH:7]=[C:6]([CH3:8])[C:5]([CH:9]2[C:14](=[O:15])[CH2:13][CH2:12][CH2:11][C:10]2=[O:16])=[C:4]([CH3:17])[CH:3]=1.Cl[C:19]1[CH:28]=[CH:27][C:26]2[C:21](=[CH:22][CH:23]=[C:24]([Cl:29])[CH:25]=2)[N:20]=1.C(=O)([O-])[O-].[K+].[K+].CN(C)C=O.